Dataset: Catalyst prediction with 721,799 reactions and 888 catalyst types from USPTO. Task: Predict which catalyst facilitates the given reaction. Reactant: [Cl:1][C:2]1[CH:7]=[CH:6][C:5]([C:8]2[S:12][C:11]([CH:13]=[O:14])=[CH:10][CH:9]=2)=[CH:4][CH:3]=1.[BH4-].[Na+]. Product: [Cl:1][C:2]1[CH:7]=[CH:6][C:5]([C:8]2[S:12][C:11]([CH2:13][OH:14])=[CH:10][CH:9]=2)=[CH:4][CH:3]=1. The catalyst class is: 5.